From a dataset of Full USPTO retrosynthesis dataset with 1.9M reactions from patents (1976-2016). Predict the reactants needed to synthesize the given product. (1) The reactants are: Cl.[CH3:2][O:3][C:4]1[CH:5]=[C:6]2[C:11](=[C:12]3[CH2:16][C:15]([CH3:18])([CH3:17])[O:14][C:13]=13)[C:10]([C:19]1[CH:20]=[C:21]([CH:25]=[CH:26][CH:27]=1)[C:22](O)=[O:23])=[N:9][C:8]([CH3:29])([CH3:28])[CH2:7]2.S(Cl)(Cl)=O.[NH2:34][C:35]1[C:40]([Cl:41])=[CH:39][N:38]=[CH:37][C:36]=1[Cl:42].[H-].[Na+]. Given the product [Cl:42][C:36]1[CH:37]=[N:38][CH:39]=[C:40]([Cl:41])[C:35]=1[NH:34][C:22](=[O:23])[C:21]1[CH:25]=[CH:26][CH:27]=[C:19]([C:10]2[C:11]3[C:6](=[CH:5][C:4]([O:3][CH3:2])=[C:13]4[O:14][C:15]([CH3:18])([CH3:17])[CH2:16][C:12]4=3)[CH2:7][C:8]([CH3:28])([CH3:29])[N:9]=2)[CH:20]=1, predict the reactants needed to synthesize it. (2) Given the product [C:21]1([C:18]#[C:19][C:2]2[N:7]=[C:6]([NH2:8])[CH:5]=[C:4]([C:9]([F:12])([F:11])[F:10])[CH:3]=2)[CH:20]=[CH:5][CH:4]=[CH:3][CH:2]=1, predict the reactants needed to synthesize it. The reactants are: Cl[C:2]1[N:7]=[C:6]([NH2:8])[CH:5]=[C:4]([C:9]([F:12])([F:11])[F:10])[CH:3]=1.C(N([CH2:18][CH3:19])CC)C.[C:20](#N)[CH3:21].